Task: Predict the product of the given reaction.. Dataset: Forward reaction prediction with 1.9M reactions from USPTO patents (1976-2016) Given the reactants C1C=CC(P(C2C(C3C(P(C4C=CC=CC=4)C4C=CC=CC=4)=CC=C4C=3C=CC=C4)=C3C(C=CC=C3)=CC=2)C2C=CC=CC=2)=CC=1.[C:47]([O:51][C:52]([N:54]1[CH2:59][CH2:58][C:57]2([CH2:64][CH2:63][NH:62][CH2:61][CH2:60]2)[CH2:56][CH2:55]1)=[O:53])([CH3:50])([CH3:49])[CH3:48].Cl.Br[C:67]1[CH:68]=[N:69][CH:70]=[CH:71][CH:72]=1, predict the reaction product. The product is: [C:47]([O:51][C:52]([N:54]1[CH2:59][CH2:58][C:57]2([CH2:64][CH2:63][N:62]([C:67]3[CH:68]=[N:69][CH:70]=[CH:71][CH:72]=3)[CH2:61][CH2:60]2)[CH2:56][CH2:55]1)=[O:53])([CH3:50])([CH3:48])[CH3:49].